This data is from Full USPTO retrosynthesis dataset with 1.9M reactions from patents (1976-2016). The task is: Predict the reactants needed to synthesize the given product. (1) Given the product [F:1][C:2]1[CH:3]=[C:4]([CH2:9][C:10]([NH:12][C@H:13]([C:15]([NH:17][C@@H:18]2[C:24](=[O:25])[N:23]([CH3:40])[C:22]3[CH:26]=[CH:27][CH:28]=[CH:29][C:21]=3[S:20][C@@H:19]2[C:30]2[CH:31]=[C:32]([F:37])[CH:33]=[C:34]([F:36])[CH:35]=2)=[O:16])[CH3:14])=[O:11])[CH:5]=[C:6]([F:8])[CH:7]=1, predict the reactants needed to synthesize it. The reactants are: [F:1][C:2]1[CH:3]=[C:4]([CH2:9][C:10]([NH:12][C@H:13]([C:15]([NH:17][C@@H:18]2[C:24](=[O:25])[NH:23][C:22]3[CH:26]=[CH:27][CH:28]=[CH:29][C:21]=3[S:20][C@@H:19]2[C:30]2[CH:35]=[C:34]([F:36])[CH:33]=[C:32]([F:37])[CH:31]=2)=[O:16])[CH3:14])=[O:11])[CH:5]=[C:6]([F:8])[CH:7]=1.[H-].[Na+].[CH3:40]I. (2) Given the product [Cl:56][C:53]1[CH:52]=[CH:51][C:50]([CH2:49][N:37]2[C:36](=[O:57])[C:35]([CH2:32][OH:33])=[CH:40][C:39]([C:41]3[CH:46]=[CH:45][C:44]([F:47])=[C:43]([CH3:48])[CH:42]=3)=[N:38]2)=[CH:55][CH:54]=1, predict the reactants needed to synthesize it. The reactants are: FC1C=C(F)C=CC=1C1C=C(CN2C(=O)C3=CC=CC=C3C2=O)C(=O)N(CC(C)C)N=1.[C:32]([C:35]1[C:36](=[O:57])[N:37]([CH2:49][C:50]2[CH:55]=[CH:54][C:53]([Cl:56])=[CH:52][CH:51]=2)[N:38]=[C:39]([C:41]2[CH:46]=[CH:45][C:44]([F:47])=[C:43]([CH3:48])[CH:42]=2)[CH:40]=1)(O)=[O:33]. (3) Given the product [NH2:19][C:9]1[CH:10]=[C:11]([CH:14]=[C:15]([NH2:16])[C:8]=1[C:7]1[C:2]([F:1])=[N:3][CH:4]=[C:5]([CH3:22])[CH:6]=1)[C:12]#[N:13], predict the reactants needed to synthesize it. The reactants are: [F:1][C:2]1[C:7]([C:8]2[C:15]([N+:16]([O-])=O)=[CH:14][C:11]([C:12]#[N:13])=[CH:10][C:9]=2[N+:19]([O-])=O)=[CH:6][C:5]([CH3:22])=[CH:4][N:3]=1.O. (4) Given the product [Cl:17][C:16]1[C:8]2[C:9](=[C:10]([C:12]#[N:13])[N:11]=[C:6]([C:4]([NH:25][CH2:26][C:27]([OH:29])=[O:28])=[O:5])[C:7]=2[OH:24])[N:14]([C:18]2[CH:19]=[CH:20][CH:21]=[CH:22][CH:23]=2)[CH:15]=1, predict the reactants needed to synthesize it. The reactants are: C(O[C:4]([C:6]1[C:7]([OH:24])=[C:8]2[C:16]([Cl:17])=[CH:15][N:14]([C:18]3[CH:23]=[CH:22][CH:21]=[CH:20][CH:19]=3)[C:9]2=[C:10]([C:12]#[N:13])[N:11]=1)=[O:5])C.[NH2:25][CH2:26][C:27]([OH:29])=[O:28].C[O-].[Na+].CO.